From a dataset of Forward reaction prediction with 1.9M reactions from USPTO patents (1976-2016). Predict the product of the given reaction. (1) Given the reactants [N:1]([CH2:4][CH2:5][O:6][CH2:7][CH2:8][OH:9])=[N+:2]=[N-:3].N1C=CC=CC=1.[C:16]1([CH3:26])[CH:21]=[CH:20][C:19]([S:22](Cl)(=[O:24])=[O:23])=[CH:18][CH:17]=1, predict the reaction product. The product is: [N:1]([CH2:4][CH2:5][O:6][CH2:7][CH2:8][O:9][S:22]([C:19]1[CH:20]=[CH:21][C:16]([CH3:26])=[CH:17][CH:18]=1)(=[O:24])=[O:23])=[N+:2]=[N-:3]. (2) Given the reactants C(N(CC)CC)C.CN(C1C=CC=CN=1)C.CN(C)[C:19](Cl)=[S:20].O[C:24]1[C:25](C)=[C:26]2[C:31](=[C:32]([CH3:34])[CH:33]=1)[C:30](=[O:35])[C:29]([CH3:36])=[C:28]([CH3:37])[C:27]2=[O:38], predict the reaction product. The product is: [CH3:36][C:29]1[C:30](=[O:35])[C:31]2[C:26]([C:27](=[O:38])[C:28]=1[CH3:37])=[C:25]([CH3:24])[C:19]([SH:20])=[CH:33][C:32]=2[CH3:34].